Dataset: Aqueous solubility values for 9,982 compounds from the AqSolDB database. Task: Regression/Classification. Given a drug SMILES string, predict its absorption, distribution, metabolism, or excretion properties. Task type varies by dataset: regression for continuous measurements (e.g., permeability, clearance, half-life) or binary classification for categorical outcomes (e.g., BBB penetration, CYP inhibition). For this dataset (solubility_aqsoldb), we predict Y. (1) The molecule is COc1ccc(C(=O)c2csc(S(N)(=O)=O)c2)cc1. The Y is -4.47 log mol/L. (2) The compound is CN(C)c1ccc(N=Nc2ccccc2)cc1. The Y is -5.25 log mol/L. (3) The molecule is CC(C)(C)C1CCC(=O)CC1. The Y is -2.42 log mol/L. (4) The molecule is CC(C)(S(C)(=O)=O)S(C)(=O)=O. The Y is -1.45 log mol/L. (5) The compound is CCn1c(O)c(N=Nc2ccc(S(=O)(=O)c3ccc(N=Nc4c(C)c(CS(=O)(=O)[O-])c(=O)n(CC)c4O)cc3)cc2)c(C)c(CS(=O)(=O)[O-])c1=O.[Na+].[Na+]. The Y is -2.10 log mol/L.